The task is: Regression/Classification. Given a drug SMILES string, predict its toxicity properties. Task type varies by dataset: regression for continuous values (e.g., LD50, hERG inhibition percentage) or binary classification for toxic/non-toxic outcomes (e.g., AMES mutagenicity, cardiotoxicity, hepatotoxicity). Dataset: herg_karim.. This data is from hERG potassium channel inhibition data for cardiac toxicity prediction from Karim et al.. The drug is CCN(CCO)CCCOc1ccc2c(Nc3cc(CC(=O)Nc4cccc(F)c4)[nH]n3)ncnc2c1. The result is 0 (non-blocker).